This data is from Forward reaction prediction with 1.9M reactions from USPTO patents (1976-2016). The task is: Predict the product of the given reaction. (1) The product is: [OH:1][CH2:2][CH:3]([NH:8][CH2:16][C:17]1[N:18]=[C:19]([NH:23][C:24]([NH:26][C:27]2[N:28]=[C:29]([C:32]3[CH:33]=[CH:34][N:35]=[CH:36][CH:37]=3)[S:30][CH:31]=2)=[O:25])[CH:20]=[CH:21][CH:22]=1)[CH2:4][CH:5]([CH3:6])[CH3:7]. Given the reactants [OH:1][CH2:2][CH:3]([N:8]([CH2:16][C:17]1[CH:22]=[CH:21][CH:20]=[C:19]([NH:23][C:24]([NH:26][C:27]2[N:28]=[C:29]([C:32]3[CH:37]=[CH:36][N:35]=[CH:34][CH:33]=3)[S:30][CH:31]=2)=[O:25])[N:18]=1)C(=O)OC(C)(C)C)[CH2:4][CH:5]([CH3:7])[CH3:6].Cl.[OH-].[Na+], predict the reaction product. (2) Given the reactants CC1(C)[O:6][C:5]2[CH:7]=[C:8]([CH2:11][C@H:12]([NH:16]C(OCC3C4C(=CC=CC=4)C4C3=CC=CC=4)=O)[C:13]([OH:15])=[O:14])[CH:9]=[CH:10][C:4]=2[O:3]1.N1CCCCC1.O, predict the reaction product. The product is: [O:14]=[C:13]([C@H:12]([CH2:11][C:8]1[CH:7]=[C:5]([OH:6])[C:4]([OH:3])=[CH:10][CH:9]=1)[NH2:16])[OH:15]. (3) Given the reactants [CH:1]([C@@H:4]1[NH:10][CH2:9][C:8]2[CH:11]=[CH:12][C:13]([C:15]([O:17][CH3:18])=[O:16])=[CH:14][C:7]=2[O:6][CH2:5]1)([CH3:3])[CH3:2].Br[C:20]1[CH:25]=[CH:24][N:23]=[CH:22][CH:21]=1.CC(OC1C=CC=C(OC(C)C)C=1C1C(P(C2CCCCC2)C2CCCCC2)=CC=CC=1)C.CC(C)([O-])C.[Na+], predict the reaction product. The product is: [CH:1]([C@@H:4]1[N:10]([C:20]2[CH:25]=[CH:24][N:23]=[CH:22][CH:21]=2)[CH2:9][C:8]2[CH:11]=[CH:12][C:13]([C:15]([O:17][CH3:18])=[O:16])=[CH:14][C:7]=2[O:6][CH2:5]1)([CH3:3])[CH3:2]. (4) Given the reactants [F:1][C:2]1[CH:36]=[CH:35][CH:34]=[C:33]([F:37])[C:3]=1[CH2:4][O:5][C:6]1[N:11]2[N:12]=[C:13]([CH3:31])[C:14]([C:15]([NH:17][C@H:18]([CH2:27][CH:28]([CH3:30])[CH3:29])[CH2:19][C:20]([O:22]C(C)(C)C)=[O:21])=[O:16])=[C:10]2[CH:9]=[C:8]([CH3:32])[CH:7]=1.Cl, predict the reaction product. The product is: [F:1][C:2]1[CH:36]=[CH:35][CH:34]=[C:33]([F:37])[C:3]=1[CH2:4][O:5][C:6]1[N:11]2[N:12]=[C:13]([CH3:31])[C:14]([C:15]([NH:17][C@H:18]([CH2:27][CH:28]([CH3:30])[CH3:29])[CH2:19][C:20]([OH:22])=[O:21])=[O:16])=[C:10]2[CH:9]=[C:8]([CH3:32])[CH:7]=1. (5) Given the reactants C[O:2][C:3](=[O:32])[CH2:4][N:5]1[CH:9]([CH3:10])[C:8](=[O:11])[N:7]([C:12]2[CH:17]=[C:16]([CH2:18][C:19]3[C:28]4[C:23](=[CH:24][CH:25]=[CH:26][CH:27]=4)[C:22](=[O:29])[NH:21][N:20]=3)[CH:15]=[CH:14][C:13]=2[F:30])[C:6]1=[O:31].CO, predict the reaction product. The product is: [F:30][C:13]1[CH:14]=[CH:15][C:16]([CH2:18][C:19]2[C:28]3[C:23](=[CH:24][CH:25]=[CH:26][CH:27]=3)[C:22](=[O:29])[NH:21][N:20]=2)=[CH:17][C:12]=1[N:7]1[C:8](=[O:11])[CH:9]([CH3:10])[N:5]([CH2:4][C:3]([OH:32])=[O:2])[C:6]1=[O:31]. (6) Given the reactants F[C:2](F)(F)C(O)=O.[Cl:8][C:9]1[C:10]([F:46])=[C:11]([CH:15]2[C:19]([C:22]3[CH:27]=[CH:26][C:25]([Cl:28])=[CH:24][C:23]=3[F:29])([C:20]#[N:21])[CH:18]([CH2:30][C:31]([CH3:42])([C:33]([O:35]C3C=CC=CC=3)=[O:34])[CH3:32])[NH:17][CH:16]2[C:43]([OH:45])=O)[CH:12]=[CH:13][CH:14]=1.[CH3:47][C:48]1([CH3:56])[O:52][C@@H:51]([CH2:53][CH2:54][NH2:55])[CH2:50][O:49]1.CN(C(ON1N=NC2C=CC=NC1=2)=[N+](C)C)C.F[P-](F)(F)(F)(F)F.CCN(C(C)C)C(C)C, predict the reaction product. The product is: [CH3:2][O:35][C:33](=[O:34])[C:31]([CH3:42])([CH3:32])[CH2:30][C@H:18]1[C@@:19]([C:22]2[CH:27]=[CH:26][C:25]([Cl:28])=[CH:24][C:23]=2[F:29])([C:20]#[N:21])[C@@H:15]([C:11]2[CH:12]=[CH:13][CH:14]=[C:9]([Cl:8])[C:10]=2[F:46])[C@H:16]([C:43](=[O:45])[NH:55][CH2:54][CH2:53][C@H:51]2[CH2:50][O:49][C:48]([CH3:56])([CH3:47])[O:52]2)[NH:17]1. (7) Given the reactants [CH:1]1([CH2:6][C@H:7]([NH:28][C:29]([C:31]2[O:32][CH:33]=[CH:34][CH:35]=2)=[O:30])[C:8](=[O:27])[NH:9][CH:10]2[CH2:16][CH2:15][CH2:14][N:13]([S:17]([C:20]3[CH:25]=[CH:24][CH:23]=[CH:22][N:21]=3)(=[O:19])=[O:18])[CH2:12][CH:11]2[OH:26])[CH2:5][CH2:4][CH2:3][CH2:2]1.C(OC(N1CCCC(NC(=O)[C@@H](NC(C2OC=CC=2)=O)CC2CCCC2)C(O)C1)=O)C1C=CC=CC=1, predict the reaction product. The product is: [CH:1]1([CH2:6][C@H:7]([NH:28][C:29]([C:31]2[O:32][CH:33]=[CH:34][CH:35]=2)=[O:30])[C:8](=[O:27])[NH:9][CH:10]2[CH2:16][CH2:15][CH2:14][N:13]([S:17]([C:20]3[CH:25]=[CH:24][CH:23]=[CH:22][N:21]=3)(=[O:18])=[O:19])[CH2:12][C:11]2=[O:26])[CH2:5][CH2:4][CH2:3][CH2:2]1.